Dataset: Forward reaction prediction with 1.9M reactions from USPTO patents (1976-2016). Task: Predict the product of the given reaction. (1) The product is: [OH:35]/[N:34]=[C:9](/[C:4]1[CH:5]=[CH:6][C:7](=[O:8])[N:2]([CH3:1])[CH:3]=1)\[CH2:10][CH:11]([C:19]1[CH:31]=[CH:30][C:22]([C:23]([NH:25][CH2:26][C:27]([OH:29])=[O:28])=[O:24])=[CH:21][CH:20]=1)[C:12]1[CH:17]=[CH:16][CH:15]=[CH:14][C:13]=1[CH3:18]. Given the reactants [CH3:1][N:2]1[C:7](=[O:8])[CH:6]=[CH:5][C:4]([C:9](=O)[CH2:10][CH:11]([C:19]2[CH:31]=[CH:30][C:22]([C:23]([NH:25][CH2:26][C:27]([OH:29])=[O:28])=[O:24])=[CH:21][CH:20]=2)[C:12]2[CH:17]=[CH:16][CH:15]=[CH:14][C:13]=2[CH3:18])=[CH:3]1.Cl.[NH2:34][OH:35].C([O-])(O)=O.[Na+], predict the reaction product. (2) Given the reactants Cl[C:2]1[N:3]=[N:4][C:5]([Cl:12])=[CH:6][C:7]=1[O:8][CH2:9][CH2:10][OH:11].[H-].[Na+], predict the reaction product. The product is: [Cl:12][C:5]1[N:4]=[N:3][C:2]2[O:11][CH2:10][CH2:9][O:8][C:7]=2[CH:6]=1. (3) Given the reactants [NH2:1][C:2]1[CH:10]=[C:9]2[C:5]([C:6]([CH3:16])([CH3:15])[C:7](=[O:14])[N:8]2[CH:11]2[CH2:13][CH2:12]2)=[CH:4][CH:3]=1.[F:17][C:18]1[C:23]([C:24](O)=[O:25])=[CH:22][C:21]([CH3:27])=[N:20][CH:19]=1, predict the reaction product. The product is: [CH:11]1([N:8]2[C:9]3[C:5](=[CH:4][CH:3]=[C:2]([NH:1][C:24](=[O:25])[C:23]4[C:18]([F:17])=[CH:19][N:20]=[C:21]([CH3:27])[CH:22]=4)[CH:10]=3)[C:6]([CH3:16])([CH3:15])[C:7]2=[O:14])[CH2:12][CH2:13]1. (4) Given the reactants Br[C:2]1[S:3][CH:4]=[CH:5][C:6]=1[CH:7]([OH:17])[CH2:8][CH2:9][CH2:10][C:11]1[CH:16]=[CH:15][CH:14]=[CH:13][CH:12]=1.[CH2:18]([O:20][C:21]([C:23]1([C:26]2[CH:31]=[CH:30][C:29]([C:32]3[CH:37]=[CH:36][C:35](B4OC(C)(C)C(C)(C)O4)=[CH:34][CH:33]=3)=[CH:28][CH:27]=2)[CH2:25][CH2:24]1)=[O:22])[CH3:19], predict the reaction product. The product is: [CH2:18]([O:20][C:21]([C:23]1([C:26]2[CH:27]=[CH:28][C:29]([C:32]3[CH:33]=[CH:34][C:35]([C:2]4[S:3][CH:4]=[CH:5][C:6]=4[CH:7]([OH:17])[CH2:8][CH2:9][CH2:10][C:11]4[CH:16]=[CH:15][CH:14]=[CH:13][CH:12]=4)=[CH:36][CH:37]=3)=[CH:30][CH:31]=2)[CH2:25][CH2:24]1)=[O:22])[CH3:19]. (5) Given the reactants C[O:2][C:3]([C:5]1[CH:6]=[CH:7][CH:8]=[C:9]2[C:14]=1[N:13]=[CH:12][N:11]=[C:10]2[NH:15][CH2:16][C:17]1[CH:22]=[CH:21][CH:20]=[C:19]([NH:23][C:24]([C:26]2[CH:31]=[CH:30][N:29]=[C:28]([Cl:32])[CH:27]=2)=[O:25])[CH:18]=1)=O.C1COCC1.CC(O)C.[OH-].[NH4+:43], predict the reaction product. The product is: [Cl:32][C:28]1[CH:27]=[C:26]([C:24]([NH:23][C:19]2[CH:18]=[C:17]([CH:22]=[CH:21][CH:20]=2)[CH2:16][NH:15][C:10]2[C:9]3[C:14](=[C:5]([C:3]([NH2:43])=[O:2])[CH:6]=[CH:7][CH:8]=3)[N:13]=[CH:12][N:11]=2)=[O:25])[CH:31]=[CH:30][N:29]=1. (6) Given the reactants [CH2:1]([O:3][C:4]1[CH:5]=[C:6]([CH:9]=[C:10]([O:13][CH2:14][CH3:15])[C:11]=1F)[CH:7]=[O:8])[CH3:2].[NH:16]1[CH:20]=[N:19][CH:18]=[N:17]1.C(=O)([O-])[O-].[K+].[K+], predict the reaction product. The product is: [CH2:1]([O:3][C:4]1[CH:5]=[C:6]([CH:9]=[C:10]([O:13][CH2:14][CH3:15])[C:11]=1[N:16]1[CH:20]=[N:19][CH:18]=[N:17]1)[CH:7]=[O:8])[CH3:2].